From a dataset of Experimentally validated miRNA-target interactions with 360,000+ pairs, plus equal number of negative samples. Binary Classification. Given a miRNA mature sequence and a target amino acid sequence, predict their likelihood of interaction. (1) The protein sequence of the target gene is MDPTISTLDTELTPINGTEETLCYKQTLSLTVLTCIVSLVGLTGNAVVLWLLGCRMRRNAFSIYILNLAAADFLFLSGRLIYSLLSFISIPHTISKILYPVMMFSYFAGLSFLSAVSTERCLSVLWPIWYRCHRPTHLSAVVCVLLWALSLLRSILEWMLCGFLFSGADSAWCQTSDFITVAWLIFLCVVLCGSSLVLLIRILCGSRKIPLTRLYVTILLTVLVFLLCGLPFGIQFFLFLWIHVDREVLFCHVHLVSIFLSALNSSANPIIYFFVGSFRQRQNRQNLKLVLQRALQDASE.... The miRNA is hsa-miR-2467-3p with sequence AGCAGAGGCAGAGAGGCUCAGG. Result: 0 (no interaction). (2) The miRNA is bmo-miR-281-3p with sequence ACUGUCAUGGAGUUGCUCUCUU. The protein sequence of the target gene is MDRVRFKASGPPLRGWLLLATVTVGLLAQSVLGGVKKLDVPCGGRDCSGGCQCYPEKGARGQPGAVGPQGYNGPPGLQGFPGLQGRKGDKGERGVPGPTGPKGDVGARGVSGFPGADGIPGHPGQGGPRGRPGYDGCNGTRGDAGPQGPSGSGGFPGLPGPQGPKGQKGEPYALSKEDRDKYRGEPGEPGLVGYQGPPGRPGPIGQMGPMGAPGRPGPPGPPGPKGQPGNRGLGFYGQKGEKGDIGQPGPNGIPSDITLVGPTTSTIHPDLYKGEKGDEGEQGIPGVISKGEEGIMGFPG.... Result: 0 (no interaction). (3) The protein sequence of the target gene is MESPGESGAGSPGAPSPSSFTTGHLAREKPAQDPLYDVPNASGGQAGGPQRPGRVVSLRERLLLTRPVWLQLQANAAAALHMLRTEPPGTFLVRKSNTRQCQALCMRLPEASGPSFVSSHYILESPGGVSLEGSELMFPDLVQLICAYCHTRDILLLPLQLPRAIHHAATHKELEAISHLGIEFWSSSLNIKAQRGPAGGPVLPQLKARSPQELDQGTGAALCFFNPLFPGDLGPTKREKFKRSFKVRVSTETSSPLSPPAVPPPPVPVLPGAVPSQTERLPPCQLLRRESSVGYRVPAG.... Result: 0 (no interaction). The miRNA is hsa-miR-758-3p with sequence UUUGUGACCUGGUCCACUAACC. (4) The miRNA is hsa-miR-5704 with sequence UUAGGCCAUCAUCCCAUUAUGC. The protein sequence of the target gene is MTVGKSSKMLQHIDYRMRCILQDGRIFIGTFKAFDKHMNLILCDCDEFRKIKPKNSKQAEREEKRVLGLVLLRGENLVSMTVEGPPPKDTGIARVPLAGAAGGPGIGRAAGRGIPAGVPMPQAPAGLAGPVRGVGGPSQQVMTPQGRGTVAAAAAAATASIAGAPTQYPPGRGGPPPPMGRGAPPPGMMGPPPGMRPPMGPPMGIPPGRGTPMGMPPPGMRPPPPGMRGPPPPGMRPPRP. Result: 1 (interaction). (5) The miRNA is hsa-miR-4763-5p with sequence CGCCUGCCCAGCCCUCCUGCU. The protein sequence of the target gene is MLSLSPILLYTCEMFQDPVAFKDVAVNFTQEEWALLDISQKNLYREVMLETFWNLTSIGKKWKDQNIEYEYQNPRRNFRSVTEEKVNEIKEDSHCGETFTPVPDDRLNFQKKKASPEVKSCDSFVCEVGLGNSSSNMNIRGDTGHKACECQEYGPKPWKSQQPKKAFRYHPSLRTQERDHTGKKPYACKECGKNIIYHSSIQRHMVVHSGDGPYKCKFCGKAFHCLSLYLIHERTHTGEKPYECKQCGKSFSYSATHRIHERTHIGEKPYECQECGKAFHSPRSCHRHERSHMGEKAYQC.... Result: 1 (interaction). (6) The miRNA is hsa-miR-4322 with sequence CUGUGGGCUCAGCGCGUGGGG. The protein sequence of the target gene is MAELTVEVRGSNGAFYKGFIKDVHEDSLTVVFENNWQPERQVPFNEVRLPPPPDIKKEISEGDEVEVYSRANDQEPCGWWLAKVRMMKGEFYVIEYAACDATYNEIVTFERLRPVNQNKTVKKNTFFKCTVDVPEDLREACANENAHKDFKKAVGACRIFYHPETTQLMILSASEATVKRVNILSDMHLRSIRTKLMLMSRNEEATKHLECTKQLAAAFHEEFVVREDLMGLAIGTHGSNIQQARKVPGVTAIELDEDTGTFRIYGESAEAVKKARGFLEFVEDFIQVPRNLVGKVIGKN.... Result: 0 (no interaction).